The task is: Predict the reactants needed to synthesize the given product.. This data is from Full USPTO retrosynthesis dataset with 1.9M reactions from patents (1976-2016). Given the product [Br:9][C:10]1[CH:22]=[CH:21][C:13]([C:14]([N:16]([CH2:17][CH3:18])[CH2:19][CH3:20])=[O:15])=[C:12]([CH2:23][C:27](=[O:29])[CH3:28])[CH:11]=1, predict the reactants needed to synthesize it. The reactants are: C(NC(C)C)(C)C.[Li].[Br:9][C:10]1[CH:22]=[CH:21][C:13]([C:14]([N:16]([CH2:19][CH3:20])[CH2:17][CH3:18])=[O:15])=[C:12]([CH3:23])[CH:11]=1.CON(C)[C:27](=[O:29])[CH3:28].